Dataset: Forward reaction prediction with 1.9M reactions from USPTO patents (1976-2016). Task: Predict the product of the given reaction. (1) Given the reactants [C:1]1(=[O:10])[C:9]2[C:4](=[CH:5][CH:6]=[CH:7][CH:8]=2)[CH2:3][NH:2]1.Br[CH2:12][C:13]1[CH:18]=[CH:17][C:16]([O:19][CH3:20])=[CH:15][CH:14]=1.C([O-])([O-])=O.[Cs+].[Cs+].C1OCCOCCOCCOCCOCCOC1, predict the reaction product. The product is: [CH3:20][O:19][C:16]1[CH:17]=[CH:18][C:13]([CH2:12][N:2]2[CH2:3][C:4]3[C:9](=[CH:8][CH:7]=[CH:6][CH:5]=3)[C:1]2=[O:10])=[CH:14][CH:15]=1. (2) Given the reactants [F:1][C:2]1[CH:7]=[CH:6][C:5]([OH:8])=[CH:4][C:3]=1[OH:9].[Cl-].[Al+3].[Cl-].[Cl-].Cl[CH2:15][C:16](Cl)=[O:17].[OH-].[Na+], predict the reaction product. The product is: [F:1][C:2]1[C:3]([OH:9])=[CH:4][C:5]2[O:8][CH2:15][C:16](=[O:17])[C:6]=2[CH:7]=1.